This data is from Full USPTO retrosynthesis dataset with 1.9M reactions from patents (1976-2016). The task is: Predict the reactants needed to synthesize the given product. (1) The reactants are: C1(S([N:10]2[CH2:17][CH:16]3[N:18]([CH2:19][C:20]4[CH:25]=[CH:24][CH:23]=[CH:22][CH:21]=4)[CH:12]([CH2:13][N:14]([CH2:26][C:27]4[CH:32]=[CH:31][CH:30]=[CH:29][CH:28]=4)[CH2:15]3)[CH2:11]2)(=O)=O)C=CC=CC=1.COCCO[AlH2-]OCCOC.[Na+]. Given the product [CH2:26]([N:14]1[CH2:13][CH:12]2[N:18]([CH2:19][C:20]3[CH:25]=[CH:24][CH:23]=[CH:22][CH:21]=3)[CH:16]([CH2:17][NH:10][CH2:11]2)[CH2:15]1)[C:27]1[CH:28]=[CH:29][CH:30]=[CH:31][CH:32]=1, predict the reactants needed to synthesize it. (2) Given the product [S:14]=[C:3]1[CH:4]=[CH:5][CH:6]=[CH:7][CH:2]1[C:1]([O:9][CH:10]([CH3:12])[CH3:11])=[O:8], predict the reactants needed to synthesize it. The reactants are: [C:1]([O:9][CH:10]([CH3:12])[CH3:11])(=[O:8])[C:2]1[CH:7]=[CH:6][CH:5]=[CH:4][CH:3]=1.P12(SP3(SP(SP(S3)(S1)=S)(=S)S2)=S)=[S:14].C1(C)C(C)=CC=CC=1.C([O-])([O-])=O.[K+].[K+]. (3) Given the product [CH2:1]([O:3][C:4]([CH:6]1[CH2:10][CH2:9][CH2:8][CH:7]1[NH:20][CH2:12][CH2:13][C:14]1[CH:19]=[CH:18][CH:17]=[CH:16][CH:15]=1)=[O:5])[CH3:2], predict the reactants needed to synthesize it. The reactants are: [CH2:1]([O:3][C:4]([CH:6]1[CH2:10][CH2:9][CH2:8][C:7]1=O)=[O:5])[CH3:2].[CH2:12]([NH2:20])[CH2:13][C:14]1[CH:19]=[CH:18][CH:17]=[CH:16][CH:15]=1.C([BH3-])#N.[Na+]. (4) Given the product [Br:12][C:6]1[CH:5]=[C:4]([S:8]([Cl:11])(=[O:10])=[O:9])[CH:3]=[N:2][CH:7]=1, predict the reactants needed to synthesize it. The reactants are: Cl.[N:2]1[CH:7]=[CH:6][CH:5]=[C:4]([S:8]([Cl:11])(=[O:10])=[O:9])[CH:3]=1.[Br:12]Br.